Dataset: Reaction yield outcomes from USPTO patents with 853,638 reactions. Task: Predict the reaction yield, written as a fraction of the theoretical maximum amount of product (1.0 means a 100% yield; for example, 0.34 means a 34% yield). (1) The reactants are [CH3:1][C:2]([C:13]1[NH:14][C:15]2[C:20]([CH:21]=1)=[CH:19][C:18]([N+:22]([O-])=O)=[CH:17][CH:16]=2)([CH3:12])[CH2:3][NH:4][C:5](=[O:11])[O:6][C:7]([CH3:10])([CH3:9])[CH3:8].C([O-])=O.[NH4+]. The catalyst is C1COCC1.O.[Pd]. The product is [NH2:22][C:18]1[CH:19]=[C:20]2[C:15](=[CH:16][CH:17]=1)[NH:14][C:13]([C:2]([CH3:12])([CH3:1])[CH2:3][NH:4][C:5](=[O:11])[O:6][C:7]([CH3:9])([CH3:8])[CH3:10])=[CH:21]2. The yield is 0.800. (2) The reactants are [C:1]([C:5]1[CH:12]=[CH:11][C:10]([N+:13]([O-:15])=[O:14])=[CH:9][C:6]=1[C:7]#[N:8])([CH3:4])([CH3:3])[CH3:2].B.C1COCC1.CO.Cl. The catalyst is C1COCC1.O. The product is [C:1]([C:5]1[CH:12]=[CH:11][C:10]([N+:13]([O-:15])=[O:14])=[CH:9][C:6]=1[CH2:7][NH2:8])([CH3:4])([CH3:2])[CH3:3]. The yield is 0.430. (3) The reactants are [Cl:1][C:2]1[CH:10]=[C:9]2[C:5]([C:6]([C:11]([O:13][CH3:14])=[O:12])=[CH:7][NH:8]2)=[CH:4][C:3]=1B1OCC(C)(C)CO1.Br[C:24]1[CH:36]=[CH:35][C:27]([O:28][CH2:29][C@@H:30]2[CH2:34][CH2:33][CH2:32][NH:31]2)=[CH:26][CH:25]=1.C(=O)([O-])[O-].[K+].[K+].C(OCC)(=O)C. The catalyst is C1(C)C=CC=CC=1.C(O)C.C1C=CC(P(C2C=CC=CC=2)[C-]2C=CC=C2)=CC=1.C1C=CC(P(C2C=CC=CC=2)[C-]2C=CC=C2)=CC=1.Cl[Pd]Cl.[Fe+2]. The product is [Cl:1][C:2]1[CH:10]=[C:9]2[C:5]([C:6]([C:11]([O:13][CH3:14])=[O:12])=[CH:7][NH:8]2)=[CH:4][C:3]=1[C:24]1[CH:36]=[CH:35][C:27]([O:28][CH2:29][C@@H:30]2[CH2:34][CH2:33][CH2:32][NH:31]2)=[CH:26][CH:25]=1. The yield is 0.420. (4) The reactants are [F:1][C:2]1([F:46])[CH2:7][CH2:6][CH:5]([C:8]2[C:17]3[CH:16]([OH:18])[CH2:15][C:14]([CH3:20])([CH3:19])[CH2:13][C:12]=3[N:11]=[C:10]([CH:21]3[CH2:26][CH2:25][N:24]([C:27]4[N:32]=[CH:31][C:30]([OH:33])=[CH:29][N:28]=4)[CH2:23][CH2:22]3)[C:9]=2[CH:34]([F:45])[C:35]2[CH:40]=[CH:39][C:38]([C:41]([F:44])([F:43])[F:42])=[CH:37][CH:36]=2)[CH2:4][CH2:3]1.C(=O)([O-])[O-].[Cs+].[Cs+].[CH2:53](I)[CH3:54].O. The catalyst is CN(C)C=O. The product is [F:46][C:2]1([F:1])[CH2:3][CH2:4][CH:5]([C:8]2[C:17]3[CH:16]([OH:18])[CH2:15][C:14]([CH3:19])([CH3:20])[CH2:13][C:12]=3[N:11]=[C:10]([CH:21]3[CH2:22][CH2:23][N:24]([C:27]4[N:32]=[CH:31][C:30]([O:33][CH2:53][CH3:54])=[CH:29][N:28]=4)[CH2:25][CH2:26]3)[C:9]=2[CH:34]([F:45])[C:35]2[CH:36]=[CH:37][C:38]([C:41]([F:43])([F:42])[F:44])=[CH:39][CH:40]=2)[CH2:6][CH2:7]1. The yield is 0.850.